From a dataset of Forward reaction prediction with 1.9M reactions from USPTO patents (1976-2016). Predict the product of the given reaction. (1) The product is: [Cl:1][C:2]1[CH:11]=[C:10]([CH:12]([NH:14][C:23]2[N:31]=[CH:30][N:29]=[C:28]3[C:24]=2[N:25]=[CH:26][NH:27]3)[CH3:13])[C:9]([C:15]2[CH:20]=[CH:19][CH:18]=[C:17]([F:21])[CH:16]=2)=[C:8]2[C:3]=1[CH:4]=[CH:5][N:6]=[N:7]2. Given the reactants [Cl:1][C:2]1[CH:11]=[C:10]([CH:12]([NH2:14])[CH3:13])[C:9]([C:15]2[CH:20]=[CH:19][CH:18]=[C:17]([F:21])[CH:16]=2)=[C:8]2[C:3]=1[CH:4]=[CH:5][N:6]=[N:7]2.Br[C:23]1[N:31]=[CH:30][N:29]=[C:28]2[C:24]=1[N:25]=[CH:26][N:27]2C1CCCCO1.C(N(CC)C(C)C)(C)C.Cl.O, predict the reaction product. (2) The product is: [OH:150][CH:151]1[O:170][C@H:169]([CH2:171][OH:172])[C@@H:156]([O:157][C@@H:158]2[O:166][C@H:165]([CH2:167][OH:168])[C@H:163]([OH:164])[C@H:161]([OH:162])[C@H:159]2[OH:160])[C@H:154]([OH:155])[C@H:152]1[OH:153]. Given the reactants CC[C@@H](C(C)C)CC[C@H]([C@@H]1[C@@]2(C)CC[C@@H]3[C@@]4(C)CC[C@H](O)CC4=CC[C@H]3[C@@H]2CC1)C.C[C@@H]([C@@H]1[C@@]2(C)CC[C@@H]3[C@@]4(C)CC[C@H](O)CC4=CC[C@H]3[C@@H]2CC1)CC[C@H](C(C)C)C.CC[C@@H](C(C)C)/C=C/[C@H]([C@@H]1[C@@]2(C)CC[C@@H]3[C@@]4(C)CC[C@H](O)CC4=CC[C@H]3[C@@H]2CC1)C.C[C@@H]([C@@H]1[C@@]2(C)CC[C@@H]3[C@@]4(C)CC[C@H](O)CC4=CC[C@H]3[C@@H]2CC1)/C=C/[C@@H](C(C)C)C.CCC(C(C)C)CCC(C1C2(C)CCC3C4(C)CCC(O)CC4CCC3C2CC1)C.O.[OH:150][CH:151]1[O:170][C@H:169]([CH2:171][OH:172])[C@@H:156]([O:157][C@@H:158]2[O:166][C@H:165]([CH2:167][OH:168])[C@H:163]([OH:164])[C@H:161]([OH:162])[C@H:159]2[OH:160])[C@H:154]([OH:155])[C@H:152]1[OH:153], predict the reaction product. (3) Given the reactants [CH:1]([O:4][C:5]1[CH:12]=[CH:11][CH:10]=[C:9]([CH2:13][CH2:14][CH2:15][CH2:16][CH2:17][CH2:18][CH2:19][CH2:20][CH2:21][CH2:22][CH2:23][CH2:24][CH2:25][CH2:26][CH3:27])[C:6]=1[CH:7]=O)([CH3:3])[CH3:2].[C:28]([O:34][CH3:35])(=[O:33])[CH2:29][C:30]([CH3:32])=O.[C:36]([OH:39])(=[O:38])[CH3:37].[NH:40]1CCC[CH2:42][CH2:41]1.[CH3:46]C=CC(ONC)=O, predict the reaction product. The product is: [CH:1]([O:4][C:5]1[CH:12]=[CH:11][CH:10]=[C:9]([CH2:13][CH2:14][CH2:15][CH2:16][CH2:17][CH2:18][CH2:19][CH2:20][CH2:21][CH2:22][CH2:23][CH2:24][CH2:25][CH2:26][CH3:27])[C:6]=1[CH:7]1[C:29]([C:28]([O:34][CH3:35])=[O:33])=[C:30]([CH3:32])[NH:40][C:41]([CH3:42])=[C:37]1[C:36]([O:39][CH3:46])=[O:38])([CH3:3])[CH3:2]. (4) The product is: [O:1]1[C:5]2[CH:6]=[CH:7][C:8]([C:10]3([C:13]([NH:15][C:16]4[CH:17]=[C:18]([CH3:31])[C:19]([CH3:30])=[C:20]([C:22]5[CH:27]=[CH:26][C:25](=[O:28])[NH:24][CH:23]=5)[N:21]=4)=[O:14])[CH2:12][CH2:11]3)=[CH:9][C:4]=2[CH2:3][CH2:2]1. Given the reactants [O:1]1[C:5]2[CH:6]=[CH:7][C:8]([C:10]3([C:13]([NH:15][C:16]4[N:21]=[C:20]([C:22]5[CH:23]=[N:24][C:25]([O:28]C)=[CH:26][CH:27]=5)[C:19]([CH3:30])=[C:18]([CH3:31])[CH:17]=4)=[O:14])[CH2:12][CH2:11]3)=[CH:9][C:4]=2[CH2:3][CH2:2]1.[Si](I)(C)(C)C.CO.C(OCC)(=O)C, predict the reaction product. (5) Given the reactants [CH3:1][C:2]1[NH:3][C:4]2[C:9]([CH:10]=1)=[CH:8][C:7]([NH2:11])=[CH:6][CH:5]=2.Cl[C:13]1[CH:18]=[CH:17][N:16]=[C:15]2[CH:19]=[C:20]([C:22]#[N:23])[S:21][C:14]=12, predict the reaction product. The product is: [CH3:1][C:2]1[NH:3][C:4]2[C:9]([CH:10]=1)=[CH:8][C:7]([NH:11][C:13]1[CH:18]=[CH:17][N:16]=[C:15]3[CH:19]=[C:20]([C:22]#[N:23])[S:21][C:14]=13)=[CH:6][CH:5]=2.